This data is from Full USPTO retrosynthesis dataset with 1.9M reactions from patents (1976-2016). The task is: Predict the reactants needed to synthesize the given product. (1) Given the product [CH3:25][C:11]1([CH3:24])[C:10](=[O:26])[N:9]([C:4]2[CH:5]=[CH:6][C:7]([F:8])=[C:2]([NH:1][C:33](=[O:35])[CH3:34])[CH:3]=2)[C:14]2[CH:15]=[CH:16][C:17]([NH:19][S:20]([CH3:23])(=[O:22])=[O:21])=[CH:18][C:13]=2[O:12]1, predict the reactants needed to synthesize it. The reactants are: [NH2:1][C:2]1[CH:3]=[C:4]([N:9]2[C:14]3[CH:15]=[CH:16][C:17]([NH:19][S:20]([CH3:23])(=[O:22])=[O:21])=[CH:18][C:13]=3[O:12][C:11]([CH3:25])([CH3:24])[C:10]2=[O:26])[CH:5]=[CH:6][C:7]=1[F:8].N1C=CC=CC=1.[C:33](Cl)(=[O:35])[CH3:34]. (2) Given the product [C:21]([O:1][CH:2]1[C:7]([C:8]2[C:13]([O:14][CH3:15])=[CH:12][C:11]([O:16][CH3:17])=[CH:10][C:9]=2[O:18][CH3:19])=[CH:6][CH2:5][N:4]([CH3:20])[CH2:3]1)(=[O:23])[CH3:22], predict the reactants needed to synthesize it. The reactants are: [OH:1][CH:2]1[C:7]([C:8]2[C:13]([O:14][CH3:15])=[CH:12][C:11]([O:16][CH3:17])=[CH:10][C:9]=2[O:18][CH3:19])=[CH:6][CH2:5][N:4]([CH3:20])[CH2:3]1.[C:21](OC(=O)C)(=[O:23])[CH3:22].